From a dataset of Forward reaction prediction with 1.9M reactions from USPTO patents (1976-2016). Predict the product of the given reaction. (1) Given the reactants [Cl:1][C:2]1[CH:7]=[C:6]([CH2:8][N:9]2[CH2:14][CH2:13][O:12][CH2:11][CH2:10]2)[CH:5]=[CH:4][C:3]=1[C:15]1[CH:24]=[C:23]([C:25]([OH:27])=O)[C:22]2[C:17](=[CH:18][CH:19]=[C:20]([F:28])[CH:21]=2)[N:16]=1.CN1CCOCC1.ClC1N=C(OC)N=C(OC)N=1.[N:47]1([CH2:52][CH2:53][NH2:54])[CH2:51][CH2:50][CH2:49][CH2:48]1, predict the reaction product. The product is: [Cl:1][C:2]1[CH:7]=[C:6]([CH2:8][N:9]2[CH2:10][CH2:11][O:12][CH2:13][CH2:14]2)[CH:5]=[CH:4][C:3]=1[C:15]1[CH:24]=[C:23]([C:25]([NH:54][CH2:53][CH2:52][N:47]2[CH2:51][CH2:50][CH2:49][CH2:48]2)=[O:27])[C:22]2[C:17](=[CH:18][CH:19]=[C:20]([F:28])[CH:21]=2)[N:16]=1. (2) Given the reactants Br[C:2](Br)=[CH:3][C:4]1[C:12]([CH3:13])=[CH:11][C:10]([CH3:14])=[C:9]2[C:5]=1[CH:6]=[CH:7][N:8]2[S:15]([C:18]1[CH:24]=[CH:23][C:21]([CH3:22])=[CH:20][CH:19]=1)(=[O:17])=[O:16].[NH2:26][C:27]1[CH:28]=[C:29]([CH:32]=[CH:33][C:34]=1[NH2:35])[C:30]#[N:31].C1N2CCN(CC2)C1, predict the reaction product. The product is: [CH3:13][C:12]1[C:4]([CH2:3][C:2]2[NH:35][C:34]3[CH:33]=[CH:32][C:29]([C:30]#[N:31])=[CH:28][C:27]=3[N:26]=2)=[C:5]2[C:9](=[C:10]([CH3:14])[CH:11]=1)[N:8]([S:15]([C:18]1[CH:24]=[CH:23][C:21]([CH3:22])=[CH:20][CH:19]=1)(=[O:16])=[O:17])[CH:7]=[CH:6]2.